This data is from Catalyst prediction with 721,799 reactions and 888 catalyst types from USPTO. The task is: Predict which catalyst facilitates the given reaction. Reactant: [C:1]([O:5][C:6](=[O:23])[NH:7][CH2:8][CH2:9][C:10]1[CH:15]=[CH:14][C:13]([C:16]2[CH:21]=[CH:20][CH:19]=[C:18]([OH:22])[CH:17]=2)=[CH:12][CH:11]=1)([CH3:4])([CH3:3])[CH3:2].[Cl:24][C:25]1[N:30]=[C:29](Cl)[CH:28]=[CH:27][N:26]=1.C(=O)([O-])[O-].[K+].[K+]. Product: [C:1]([O:5][C:6](=[O:23])[NH:7][CH2:8][CH2:9][C:10]1[CH:15]=[CH:14][C:13]([C:16]2[CH:21]=[CH:20][CH:19]=[C:18]([O:22][C:27]3[CH:28]=[CH:29][N:30]=[C:25]([Cl:24])[N:26]=3)[CH:17]=2)=[CH:12][CH:11]=1)([CH3:4])([CH3:2])[CH3:3]. The catalyst class is: 3.